This data is from Reaction yield outcomes from USPTO patents with 853,638 reactions. The task is: Predict the reaction yield, written as a fraction of the theoretical maximum amount of product (1.0 means a 100% yield; for example, 0.34 means a 34% yield). (1) The reactants are [C:1]([O:5][C:6]([N:8]1[CH2:13][CH2:12][O:11][C:10]2[CH:14]=[C:15](Br)[CH:16]=[N:17][C:9]1=2)=[O:7])([CH3:4])([CH3:3])[CH3:2].[C:19]([O-:23])(=[O:22])[CH:20]=[CH2:21].CC1C=CC=CC=1P(C1C=CC=CC=1C)C1C=CC=CC=1C.CCN(C(C)C)C(C)C.N#N. The catalyst is C(#N)CC.CC([O-])=O.CC([O-])=O.[Pd+2]. The product is [C:1]([O:5][C:6]([N:8]1[CH2:13][CH2:12][O:11][C:10]2[CH:14]=[C:15](/[CH:21]=[CH:20]/[C:19]([OH:23])=[O:22])[CH:16]=[N:17][C:9]1=2)=[O:7])([CH3:4])([CH3:3])[CH3:2]. The yield is 0.730. (2) The reactants are [F:1][C:2]([F:13])([F:12])[C:3]1[C:8]([C:9](O)=[O:10])=[CH:7][N:6]=[CH:5][CH:4]=1.S(Cl)([Cl:16])=O.CN(C)C=O. The catalyst is C1C=CC=CC=1. The product is [F:1][C:2]([F:13])([F:12])[C:3]1[C:8]([C:9]([Cl:16])=[O:10])=[CH:7][N:6]=[CH:5][CH:4]=1. The yield is 0.901. (3) The reactants are C([O:3][C:4](=O)[CH2:5][C:6]1([CH2:20][CH3:21])[C:11]2[NH:12][C:13]3[C:18]([C:10]=2[CH2:9][CH2:8][O:7]1)=[CH:17][CH:16]=[CH:15][C:14]=3[Br:19])C.[BH4-].[Li+]. The catalyst is O1CCCC1. The product is [Br:19][C:14]1[CH:15]=[CH:16][CH:17]=[C:18]2[C:13]=1[NH:12][C:11]1[C:6]([CH2:5][CH2:4][OH:3])([CH2:20][CH3:21])[O:7][CH2:8][CH2:9][C:10]2=1. The yield is 0.750. (4) The reactants are [CH3:1][CH2:2][O:3][C:4]([C:6]1[N:15](C(OC(C)(C)C)=O)[C:9]2=[N:10][C:11]([Br:14])=[CH:12][CH:13]=[C:8]2[CH:7]=1)=[O:5].FC(F)(F)C(O)=O. The catalyst is ClCCl. The product is [CH2:2]([O:3][C:4]([C:6]1[NH:15][C:9]2=[N:10][C:11]([Br:14])=[CH:12][CH:13]=[C:8]2[CH:7]=1)=[O:5])[CH3:1]. The yield is 0.955. (5) The reactants are [F:1][CH2:2][CH2:3][NH:4][C:5](=[O:11])[O:6][C:7]([CH3:10])([CH3:9])[CH3:8].[H-].[Na+].IC.[C:16](OCC)(=O)C. The catalyst is CN(C)C=O. The product is [F:1][CH2:2][CH2:3][N:4]([CH3:16])[C:5](=[O:11])[O:6][C:7]([CH3:8])([CH3:10])[CH3:9]. The yield is 0.450.